Dataset: Retrosynthesis with 50K atom-mapped reactions and 10 reaction types from USPTO. Task: Predict the reactants needed to synthesize the given product. The reactants are: O=[N+]([O-])c1ccc(F)c(-c2ncccc2F)c1. Given the product Nc1ccc(F)c(-c2ncccc2F)c1, predict the reactants needed to synthesize it.